From a dataset of Full USPTO retrosynthesis dataset with 1.9M reactions from patents (1976-2016). Predict the reactants needed to synthesize the given product. (1) Given the product [CH:1]1([N:5]2[CH2:6][CH2:7][N:8]([C:11]([C:13]3[CH:14]=[C:15]4[C:19](=[CH:20][CH:21]=3)[N:18]([C:38]3[CH:37]=[CH:36][CH:35]=[C:34]([C:33]([F:44])([F:43])[F:32])[CH:39]=3)[C:17]([C:22]([N:24]3[CH2:25][CH2:26][C:27]([F:30])([F:31])[CH2:28][CH2:29]3)=[O:23])=[CH:16]4)=[O:12])[CH2:9][CH2:10]2)[CH2:2][CH2:3][CH2:4]1, predict the reactants needed to synthesize it. The reactants are: [CH:1]1([N:5]2[CH2:10][CH2:9][N:8]([C:11]([C:13]3[CH:14]=[C:15]4[C:19](=[CH:20][CH:21]=3)[NH:18][C:17]([C:22]([N:24]3[CH2:29][CH2:28][C:27]([F:31])([F:30])[CH2:26][CH2:25]3)=[O:23])=[CH:16]4)=[O:12])[CH2:7][CH2:6]2)[CH2:4][CH2:3][CH2:2]1.[F:32][C:33]([F:44])([F:43])[C:34]1[CH:35]=[C:36](B(O)O)[CH:37]=[CH:38][CH:39]=1.N1C=CC=CC=1. (2) Given the product [CH2:1]([C:3]1[C:8](=[O:9])[N:7]2[N:10]=[CH:11][C:12]([C:13]3[O:24][N:23]=[C:17]([C:18]([O:20][CH2:21][CH3:22])=[O:19])[N:14]=3)=[C:6]2[NH:5][C:4]=1[CH3:15])[CH3:2], predict the reactants needed to synthesize it. The reactants are: [CH2:1]([C:3]1[C:8](=[O:9])[N:7]2[N:10]=[CH:11][C:12]([C:13]#[N:14])=[C:6]2[NH:5][C:4]=1[CH3:15])[CH3:2].Cl/[C:17](=[N:23]\[OH:24])/[C:18]([O:20][CH2:21][CH3:22])=[O:19].C(N(CC)CC)C. (3) Given the product [CH2:1]([O:8][CH2:9][CH2:10][C@@H:11]1[C:15]2[NH:16][C:17]([B:20]3[O:24][C:23]([CH3:26])([CH3:25])[C:22]([CH3:28])([CH3:27])[O:21]3)=[CH:18][C:14]=2[C:13](=[O:19])[NH:12]1)[C:2]1[CH:3]=[CH:4][CH:5]=[CH:6][CH:7]=1, predict the reactants needed to synthesize it. The reactants are: [CH2:1]([O:8][CH2:9][CH2:10][C@@H:11]1[C:15]2[NH:16][CH:17]=[CH:18][C:14]=2[C:13](=[O:19])[NH:12]1)[C:2]1[CH:7]=[CH:6][CH:5]=[CH:4][CH:3]=1.[B:20]1([B:20]2[O:24][C:23]([CH3:26])([CH3:25])[C:22]([CH3:28])([CH3:27])[O:21]2)[O:24][C:23]([CH3:26])([CH3:25])[C:22]([CH3:28])([CH3:27])[O:21]1.C(OC)(C)(C)C. (4) Given the product [N+:11]([C:8]1[CH:9]=[C:10]2[C:2]([C:22]3[CH:23]=[C:24]([N:28]4[CH2:29][CH2:30][N:31]([C:34]([O:36][C:37]([CH3:40])([CH3:39])[CH3:38])=[O:35])[CH2:32][CH2:33]4)[CH:25]=[CH:26][CH:27]=3)=[N:3][NH:4][C:5]2=[N:6][CH:7]=1)([O-:13])=[O:12], predict the reactants needed to synthesize it. The reactants are: Br[C:2]1[C:10]2[C:5](=[N:6][CH:7]=[C:8]([N+:11]([O-:13])=[O:12])[CH:9]=2)[NH:4][N:3]=1.CC1(C)C(C)(C)OB([C:22]2[CH:23]=[C:24]([N:28]3[CH2:33][CH2:32][N:31]([C:34]([O:36][C:37]([CH3:40])([CH3:39])[CH3:38])=[O:35])[CH2:30][CH2:29]3)[CH:25]=[CH:26][CH:27]=2)O1.C(=O)([O-])[O-].[K+].[K+].O.